This data is from Drug-target binding data from BindingDB using Kd measurements. The task is: Regression. Given a target protein amino acid sequence and a drug SMILES string, predict the binding affinity score between them. We predict pKd (pKd = -log10(Kd in M); higher means stronger binding). Dataset: bindingdb_kd. (1) The compound is CO[C@H](c1ccccc1)[C@@H]1NC(=O)[C@H](C)NC(=O)[C@H](C[C@@H](C)CO)N(C)C(=O)[C@H]([C@H](O)c2cn(C(C)(C)[C@@H](O)CNCCCN)c3ccccc23)NC(=O)[C@H]([C@H](C)C=C(C)C)NC(=O)[C@H](CC(C)C)N(C)C(=O)[C@H](C(C)C)NC1=O. The target protein sequence is MFERFTDRARRVVVLAQEEARMLNHNYIGTEHILLGLIHEGEGVAAKSLESLGISLEGVRSQVEEIIGQGQQAPSGHIPATPRAKKVLELSLREALQLGHNYIGTEHILLGLIREGEGVAAQVLVKLGAELTRVRQQVIQLLSGY. The pKd is 5.7. (2) The small molecule is C[n+]1c(/C=C/c2ccccc2Cl)sc2ccccc21. The target protein (P08588) has sequence MGAGVLVLGASEPGNLSSAAPLPDGAATAARLLVPASPPASLLPPASESPEPLSQQWTAGMGLLMALIVLLIVAGNVLVIVAIAKTPRLQTLTNLFIMSLASADLVMGLLVVPFGATIVVWGRWEYGSFFCELWTSVDVLCVTASIETLCVIALDRYLAITSPFRYQSLLTRARARGLVCTVWAISALVSFLPILMHWWRAESDEARRCYNDPKCCDFVTNRAYAIASSVVSFYVPLCIMAFVYLRVFREAQKQVKKIDSCERRFLGGPARPPSPSPSPVPAPAPPPGPPRPAAAAATAPLANGRAGKRRPSRLVALREQKALKTLGIIMGVFTLCWLPFFLANVVKAFHRELVPDRLFVFFNWLGYANSAFNPIIYCRSPDFRKAFQRLLCCARRAARRRHATHGDRPRASGCLARPGPPPSPGAASDDDDDDVVGATPPARLLEPWAGCNGGAAADSDSSLDEPCRPGFASESKV. The pKd is 4.9.